This data is from Forward reaction prediction with 1.9M reactions from USPTO patents (1976-2016). The task is: Predict the product of the given reaction. (1) Given the reactants [Cl:1][C:2]1[CH:28]=[CH:27][C:5]([O:6][C@H:7]([C:21]2[CH:26]=[CH:25][CH:24]=[CH:23][CH:22]=2)[C@H:8]2[O:13][CH2:12][CH2:11][N:10](C(OC(C)(C)C)=O)[CH2:9]2)=[C:4]([O:29][CH3:30])[CH:3]=1.Cl.CCOCC, predict the reaction product. The product is: [ClH:1].[Cl:1][C:2]1[CH:28]=[CH:27][C:5]([O:6][C@H:7]([C:21]2[CH:26]=[CH:25][CH:24]=[CH:23][CH:22]=2)[C@H:8]2[O:13][CH2:12][CH2:11][NH:10][CH2:9]2)=[C:4]([O:29][CH3:30])[CH:3]=1. (2) Given the reactants [CH3:1][C:2]1([CH3:5])[CH2:4][NH:3]1.[OH:6][C:7]1[CH:22]=[CH:21][C:10]([C:11]([O:13][CH2:14][C:15]2[CH:20]=[CH:19][CH:18]=[CH:17][CH:16]=2)=[O:12])=[CH:9][CH:8]=1, predict the reaction product. The product is: [NH2:3][C:2]([CH3:1])([CH3:5])[CH2:4][O:6][C:7]1[CH:22]=[CH:21][C:10]([C:11]([O:13][CH2:14][C:15]2[CH:20]=[CH:19][CH:18]=[CH:17][CH:16]=2)=[O:12])=[CH:9][CH:8]=1. (3) Given the reactants [NH:1]1[C:9]2[C:4](=[CH:5][C:6]([C:10]#[N:11])=[CH:7][CH:8]=2)[CH:3]=[N:2]1.Br[CH2:13][CH2:14][C:15]([O:17][CH2:18][CH3:19])=[O:16].C(=O)([O-])[O-].[Cs+].[Cs+].C(OCC)(=O)C, predict the reaction product. The product is: [C:10]([C:6]1[CH:5]=[C:4]2[C:9](=[CH:8][CH:7]=1)[N:1]([CH2:13][CH2:14][C:15]([O:17][CH2:18][CH3:19])=[O:16])[N:2]=[CH:3]2)#[N:11]. (4) Given the reactants Cl[CH2:2][C:3]1[CH:8]=[CH:7][C:6]([CH2:9][NH:10][C:11](=[O:13])[CH3:12])=[CH:5][CH:4]=1.[N+:14]([C:17]1[S:21][C:20]([N:22]2[CH2:27][CH2:26][NH:25][CH2:24][CH2:23]2)=[N:19][CH:18]=1)([O-:16])=[O:15].C(=O)([O-])[O-].[K+].[K+].O, predict the reaction product. The product is: [N+:14]([C:17]1[S:21][C:20]([N:22]2[CH2:23][CH2:24][N:25]([CH2:2][C:3]3[CH:8]=[CH:7][C:6]([CH2:9][NH:10][C:11](=[O:13])[CH3:12])=[CH:5][CH:4]=3)[CH2:26][CH2:27]2)=[N:19][CH:18]=1)([O-:16])=[O:15]. (5) Given the reactants [Cl:1][C:2]1[CH:3]=[C:4]([NH:9][C:10]2[C:19]3[C:14](=[CH:15][N:16]=[C:17](F)[CH:18]=3)[N:13]=[CH:12][C:11]=2[C:21]#[N:22])[CH:5]=[CH:6][C:7]=1[F:8].[CH3:23][N:24]([CH3:29])[CH2:25][CH2:26][CH2:27][NH2:28], predict the reaction product. The product is: [Cl:1][C:2]1[CH:3]=[C:4]([NH:9][C:10]2[C:19]3[C:14](=[CH:15][N:16]=[C:17]([NH:28][CH2:27][CH2:26][CH2:25][N:24]([CH3:29])[CH3:23])[CH:18]=3)[N:13]=[CH:12][C:11]=2[C:21]#[N:22])[CH:5]=[CH:6][C:7]=1[F:8]. (6) Given the reactants [F:1][C:2]1[CH:39]=[CH:38][C:5]([CH2:6][O:7][C:8]2[C:17]3[C:16]([CH3:19])([CH3:18])[CH2:15][CH2:14][C:13]([CH3:21])([CH3:20])[C:12]=3[CH:11]=[C:10]([C:22]([C:24]3[CH:25]=[C:26]4[C:31](=[CH:32][CH:33]=3)[CH:30]=[C:29]([C:34]([O:36]C)=[O:35])[CH:28]=[CH:27]4)=[O:23])[CH:9]=2)=[CH:4][CH:3]=1.[OH-].[Na+], predict the reaction product. The product is: [F:1][C:2]1[CH:39]=[CH:38][C:5]([CH2:6][O:7][C:8]2[C:17]3[C:16]([CH3:19])([CH3:18])[CH2:15][CH2:14][C:13]([CH3:20])([CH3:21])[C:12]=3[CH:11]=[C:10]([C:22]([C:24]3[CH:25]=[C:26]4[C:31](=[CH:32][CH:33]=3)[CH:30]=[C:29]([C:34]([OH:36])=[O:35])[CH:28]=[CH:27]4)=[O:23])[CH:9]=2)=[CH:4][CH:3]=1. (7) Given the reactants Cl[C:2]([O:4][C:5]1[CH:10]=[CH:9][C:8]([O:11][C:12]2[CH:17]=[CH:16][C:15]([C:18]([F:21])([F:20])[F:19])=[CH:14][N:13]=2)=[CH:7][CH:6]=1)=[O:3].[F:22][C:23]([F:37])([F:36])[C:24]1[C:25]([N:30]2[CH2:35][CH2:34][NH:33][CH2:32][CH2:31]2)=[N:26][CH:27]=[CH:28][CH:29]=1.[K+].[Br-], predict the reaction product. The product is: [F:19][C:18]([F:21])([F:20])[C:15]1[CH:16]=[CH:17][C:12]([O:11][C:8]2[CH:9]=[CH:10][C:5]([O:4][C:2]([N:33]3[CH2:34][CH2:35][N:30]([C:25]4[C:24]([C:23]([F:37])([F:22])[F:36])=[CH:29][CH:28]=[CH:27][N:26]=4)[CH2:31][CH2:32]3)=[O:3])=[CH:6][CH:7]=2)=[N:13][CH:14]=1. (8) Given the reactants [BH4-].[Na+].[F:3][C:4]1[CH:9]=[CH:8][C:7]([CH:10]([NH:23][C:24](=[O:30])[O:25][C:26]([CH3:29])([CH3:28])[CH3:27])[C:11]([C:13]2[C:22]3[C:17](=[CH:18][CH:19]=[CH:20][CH:21]=3)[CH:16]=[CH:15][CH:14]=2)=[O:12])=[CH:6][CH:5]=1.P([O-])(O)(O)=O.[Na+], predict the reaction product. The product is: [F:3][C:4]1[CH:5]=[CH:6][C:7]([CH:10]([NH:23][C:24](=[O:30])[O:25][C:26]([CH3:28])([CH3:27])[CH3:29])[CH:11]([OH:12])[C:13]2[C:22]3[C:17](=[CH:18][CH:19]=[CH:20][CH:21]=3)[CH:16]=[CH:15][CH:14]=2)=[CH:8][CH:9]=1.